This data is from Catalyst prediction with 721,799 reactions and 888 catalyst types from USPTO. The task is: Predict which catalyst facilitates the given reaction. (1) Reactant: [H-].[Na+].[F:3][CH:4]([F:17])[O:5][C:6]1[CH:15]=[CH:14][CH:13]=[C:12]([F:16])[C:7]=1[C:8](=[N:10][OH:11])[NH2:9].Br[CH2:19][CH:20]1[CH2:22][CH2:21]1.O. Product: [CH:20]1([CH2:19][O:11][N:10]=[C:8]([NH2:9])[C:7]2[C:12]([F:16])=[CH:13][CH:14]=[CH:15][C:6]=2[O:5][CH:4]([F:3])[F:17])[CH2:22][CH2:21]1. The catalyst class is: 9. (2) Reactant: Br[C:2]1[CH:3]=[C:4]([C:8]([O:10][CH3:11])=[O:9])[S:5][C:6]=1[Cl:7].[CH3:12][N:13]1[C:17](B2OC(C)(C)C(C)(C)O2)=[CH:16][CH:15]=[N:14]1.C(=O)([O-])[O-].[K+].[K+]. Product: [Cl:7][C:6]1[S:5][C:4]([C:8]([O:10][CH3:11])=[O:9])=[CH:3][C:2]=1[C:17]1[N:13]([CH3:12])[N:14]=[CH:15][CH:16]=1. The catalyst class is: 760. (3) Reactant: [OH:1][CH2:2][C:3]1([NH:6][C:7](=[O:13])[O:8][C:9]([CH3:12])([CH3:11])[CH3:10])[CH2:5][CH2:4]1.O[C:15]1[N:20]=[CH:19][C:18]([N:21]2[C:25]([CH3:27])([CH3:26])[C:24](=[O:28])[N:23]([C:29]3[CH:36]=[CH:35][C:32]([C:33]#[N:34])=[C:31]([C:37]([F:40])([F:39])[F:38])[CH:30]=3)[C:22]2=[S:41])=[CH:17][CH:16]=1.C1(P(C2C=CC=CC=2)C2C=CC=CC=2)C=CC=CC=1.N(C(OC(C)C)=O)=NC(OC(C)C)=O. Product: [C:33]([C:32]1[CH:35]=[CH:36][C:29]([N:23]2[C:24](=[O:28])[C:25]([CH3:27])([CH3:26])[N:21]([C:18]3[CH:17]=[CH:16][C:15]([O:1][CH2:2][C:3]4([NH:6][C:7](=[O:13])[O:8][C:9]([CH3:10])([CH3:12])[CH3:11])[CH2:4][CH2:5]4)=[N:20][CH:19]=3)[C:22]2=[S:41])=[CH:30][C:31]=1[C:37]([F:38])([F:40])[F:39])#[N:34]. The catalyst class is: 4. (4) Reactant: [F:1][C:2]1[CH:7]=[C:6]([S:8]([CH3:11])(=[O:10])=[O:9])[CH:5]=[CH:4][C:3]=1[C:12]1[CH:13]=[C:14]2[C:18](=[CH:19][CH:20]=1)[N:17]([CH:21]1[CH2:26][CH2:25][N:24](C(OC(C)(C)C)=O)[CH2:23][CH2:22]1)[CH:16]=[CH:15]2.FC(F)(F)C(O)=O.C([O-])(O)=O.[Na+]. The catalyst class is: 2. Product: [F:1][C:2]1[CH:7]=[C:6]([S:8]([CH3:11])(=[O:9])=[O:10])[CH:5]=[CH:4][C:3]=1[C:12]1[CH:13]=[C:14]2[C:18](=[CH:19][CH:20]=1)[N:17]([CH:21]1[CH2:22][CH2:23][NH:24][CH2:25][CH2:26]1)[CH:16]=[CH:15]2.